From a dataset of Catalyst prediction with 721,799 reactions and 888 catalyst types from USPTO. Predict which catalyst facilitates the given reaction. (1) Reactant: [Li]CCCC.CN(CCN(C)C)C.[Cl:14][C:15]1[N:20]=[CH:19][C:18]([NH:21][C:22](=[O:28])[O:23][C:24]([CH3:27])([CH3:26])[CH3:25])=[CH:17][CH:16]=1.[C:29]1(=[O:35])[CH2:34][CH2:33][CH2:32][CH2:31][CH2:30]1. Product: [Cl:14][C:15]1[N:20]=[CH:19][C:18]([NH:21][C:22](=[O:28])[O:23][C:24]([CH3:25])([CH3:27])[CH3:26])=[C:17]([C:29]2([OH:35])[CH2:34][CH2:33][CH2:32][CH2:31][CH2:30]2)[CH:16]=1. The catalyst class is: 698. (2) Reactant: [Cl:1][C:2]1[CH:7]=[CH:6][CH:5]=[CH:4][C:3]=1[C:8](=[O:22])[C:9](=[CH:13][NH:14][C:15]1[CH:20]=[CH:19][C:18]([I:21])=[CH:17][CH:16]=1)[C:10](O)=[O:11].[CH:23]1([N:29]=[C:30]=NC2CCCCC2)CCCCC1.CNC. Product: [Cl:1][C:2]1[CH:7]=[CH:6][CH:5]=[CH:4][C:3]=1[C:8](=[O:22])[C:9](=[CH:13][NH:14][C:15]1[CH:20]=[CH:19][C:18]([I:21])=[CH:17][CH:16]=1)[C:10]([N:29]([CH3:30])[CH3:23])=[O:11]. The catalyst class is: 168. (3) Reactant: [CH3:1][O:2][C:3]1[CH:4]=[C:5]2[C:10](=[CH:11][C:12]=1[O:13][CH3:14])[N:9]=[CH:8][C:7]([C:15]#[N:16])=[C:6]2[CH3:17].C(OC([N:25](C(OC(C)(C)C)=O)[C:26]1[C:27]([O:32][C:33]2[CH:34]=[N:35][CH:36]=[C:37]([CH:42]=2)[C:38](OC)=O)=[N:28][CH:29]=[CH:30][CH:31]=1)=O)(C)(C)C.C[Si]([N-:54][Si](C)(C)C)(C)C.[Li+].C([O-])(=O)C.[NH4+]. Product: [NH2:25][C:26]1[C:27]([O:32][C:33]2[CH:42]=[C:37]([C:38]3[CH:17]=[C:6]4[C:7](=[C:15]([NH2:54])[N:16]=3)[CH:8]=[N:9][C:10]3[CH:11]=[C:12]([O:13][CH3:14])[C:3]([O:2][CH3:1])=[CH:4][C:5]4=3)[CH:36]=[N:35][CH:34]=2)=[N:28][CH:29]=[CH:30][CH:31]=1. The catalyst class is: 506. (4) Reactant: C(Cl)(=O)C(Cl)=O.C(Cl)Cl.CS(C)=O.[CH:14]([Si:17]([CH:34]([CH3:36])[CH3:35])([CH:31]([CH3:33])[CH3:32])[O:18][CH:19]1[C:25]2=[N:26][CH:27]=[CH:28][CH:29]=[C:24]2[CH2:23][CH:22]([OH:30])[CH2:21][CH2:20]1)([CH3:16])[CH3:15]. Product: [CH:34]([Si:17]([CH:14]([CH3:16])[CH3:15])([CH:31]([CH3:33])[CH3:32])[O:18][CH:19]1[C:25]2=[N:26][CH:27]=[CH:28][CH:29]=[C:24]2[CH2:23][C:22](=[O:30])[CH2:21][CH2:20]1)([CH3:36])[CH3:35]. The catalyst class is: 6. (5) Reactant: C([O:4][CH:5]1[C:13]2[N:12]=[CH:11][C:10]([Cl:14])=[CH:9][C:8]=2[CH2:7][CH2:6]1)(=O)C.[OH-].[Na+]. The catalyst class is: 24. Product: [Cl:14][C:10]1[CH:11]=[N:12][C:13]2[CH:5]([OH:4])[CH2:6][CH2:7][C:8]=2[CH:9]=1.